This data is from CYP2C9 inhibition data for predicting drug metabolism from PubChem BioAssay. The task is: Regression/Classification. Given a drug SMILES string, predict its absorption, distribution, metabolism, or excretion properties. Task type varies by dataset: regression for continuous measurements (e.g., permeability, clearance, half-life) or binary classification for categorical outcomes (e.g., BBB penetration, CYP inhibition). Dataset: cyp2c9_veith. (1) The compound is CCC1CCCCN1Cc1cc(OC)c(O)c([N+](=O)[O-])c1. The result is 0 (non-inhibitor). (2) The drug is C[N+](C)(C)CCCCCC[N+](C)(C)C. The result is 0 (non-inhibitor). (3) The compound is CC(C)Cn1cnc2c(Sc3c([N+](=O)[O-])ncn3C)nc(N)nc21. The result is 0 (non-inhibitor). (4) The compound is O=C(c1ccc(F)cc1)C1CCN(CCCCc2ccccc2)CC1. The result is 0 (non-inhibitor). (5) The molecule is CC(=O)N1CCC2(CC1)CCN(C(=O)Nc1cccc(C#N)c1)CC2. The result is 0 (non-inhibitor). (6) The drug is N#Cc1ccc(-c2ccccc2)nc1SCC(=O)c1cccc(Cl)c1. The result is 1 (inhibitor). (7) The drug is CC(=O)[C@H](C(=N)C#N)C(=O)Nc1ccccc1. The result is 0 (non-inhibitor). (8) The drug is O=S(=O)(O)Cc1ccccc1.O=S(=O)(O)[C@@H](CO)c1ccccc1. The result is 0 (non-inhibitor). (9) The molecule is Cc1ccccc1-c1cc(N(C)C)ncn1. The result is 0 (non-inhibitor).